This data is from Forward reaction prediction with 1.9M reactions from USPTO patents (1976-2016). The task is: Predict the product of the given reaction. (1) Given the reactants [NH2:1][CH2:2][C:3]1[C:4]([CH3:10])=[N:5][CH:6]=[CH:7][C:8]=1[CH3:9].[N-]1C=CN=C1.[Cl:16][C:17]1[CH:33]=[C:32]([F:34])[C:31]([F:35])=[CH:30][C:18]=1[C:19]([NH:21][C:22]1[NH:26][N:25]=[C:24]([C:27](O)=[O:28])[CH:23]=1)=[O:20].O.[OH-].[K+], predict the reaction product. The product is: [CH3:10][C:4]1[C:3]([CH2:2][NH:1][C:27]([C:24]2[CH:23]=[C:22]([NH:21][C:19](=[O:20])[C:18]3[CH:30]=[C:31]([F:35])[C:32]([F:34])=[CH:33][C:17]=3[Cl:16])[NH:26][N:25]=2)=[O:28])=[C:8]([CH3:9])[CH:7]=[CH:6][N:5]=1. (2) Given the reactants [Br:1][C:2]1[CH:3]=[C:4]([C@:9]2([CH3:36])[C@H:15]3[C@:13]([C:16]([O:18]C)=[O:17])([CH2:14]3)[S:12][C:11]([N:20]([C:29]([O:31][C:32]([CH3:35])([CH3:34])[CH3:33])=[O:30])[CH2:21][O:22][CH2:23][CH2:24][Si:25]([CH3:28])([CH3:27])[CH3:26])=[N:10]2)[C:5](F)=[N:6][CH:7]=1.[CH3:37][O-:38].[Na+].Cl, predict the reaction product. The product is: [Br:1][C:2]1[CH:3]=[C:4]([C@:9]2([CH3:36])[C@H:15]3[C@:13]([C:16]([OH:18])=[O:17])([CH2:14]3)[S:12][C:11]([N:20]([C:29]([O:31][C:32]([CH3:33])([CH3:35])[CH3:34])=[O:30])[CH2:21][O:22][CH2:23][CH2:24][Si:25]([CH3:28])([CH3:27])[CH3:26])=[N:10]2)[C:5]([O:38][CH3:37])=[N:6][CH:7]=1. (3) Given the reactants [CH2:1]([O:3][C:4]([C:6]1([C:9]2[CH:14]=[CH:13][C:12]([C:15]3[CH:20]=[CH:19][C:18]([C:21]4[O:25][N:24]=[C:23]([CH3:26])[C:22]=4[NH:27][C:28]4[CH:33]=[CH:32][CH:31]=[C:30](Br)[N:29]=4)=[CH:17][CH:16]=3)=[CH:11][CH:10]=2)[CH2:8][CH2:7]1)=[O:5])[CH3:2].[Cl:35][C:36]1[CH:41]=[CH:40][CH:39]=[CH:38][C:37]=1B(O)O, predict the reaction product. The product is: [CH2:1]([O:3][C:4]([C:6]1([C:9]2[CH:14]=[CH:13][C:12]([C:15]3[CH:20]=[CH:19][C:18]([C:21]4[O:25][N:24]=[C:23]([CH3:26])[C:22]=4[NH:27][C:28]4[CH:33]=[CH:32][CH:31]=[C:30]([C:37]5[CH:38]=[CH:39][CH:40]=[CH:41][C:36]=5[Cl:35])[N:29]=4)=[CH:17][CH:16]=3)=[CH:11][CH:10]=2)[CH2:8][CH2:7]1)=[O:5])[CH3:2].